From a dataset of NCI-60 drug combinations with 297,098 pairs across 59 cell lines. Regression. Given two drug SMILES strings and cell line genomic features, predict the synergy score measuring deviation from expected non-interaction effect. (1) Drug 1: C1=NC2=C(N1)C(=S)N=CN2. Drug 2: C1CN(CCN1C(=O)CCBr)C(=O)CCBr. Cell line: BT-549. Synergy scores: CSS=36.0, Synergy_ZIP=-13.3, Synergy_Bliss=-4.83, Synergy_Loewe=-11.6, Synergy_HSA=-0.564. (2) Drug 1: CN1CCC(CC1)COC2=C(C=C3C(=C2)N=CN=C3NC4=C(C=C(C=C4)Br)F)OC. Drug 2: CCC(=C(C1=CC=CC=C1)C2=CC=C(C=C2)OCCN(C)C)C3=CC=CC=C3.C(C(=O)O)C(CC(=O)O)(C(=O)O)O. Cell line: UACC62. Synergy scores: CSS=9.93, Synergy_ZIP=-2.83, Synergy_Bliss=2.33, Synergy_Loewe=-2.00, Synergy_HSA=2.68.